From a dataset of Forward reaction prediction with 1.9M reactions from USPTO patents (1976-2016). Predict the product of the given reaction. (1) Given the reactants Br[C:2]1[CH:7]=[CH:6][C:5]([Br:8])=[CH:4][N:3]=1.[NH:9]1[CH:13]=[N:12][CH:11]=[N:10]1.O, predict the reaction product. The product is: [Br:8][C:5]1[CH:6]=[CH:7][C:2]([N:9]2[CH:13]=[N:12][CH:11]=[N:10]2)=[N:3][CH:4]=1. (2) Given the reactants [C:1]([O:5][C:6]([N:8]1[C:16]2[C:11](=[CH:12][C:13]([NH2:17])=[CH:14][CH:15]=2)[C:10]([NH2:18])=[N:9]1)=[O:7])([CH3:4])([CH3:3])[CH3:2].C1CN([P+](Br)(N2CCCC2)N2CCCC2)CC1.F[P-](F)(F)(F)(F)F.[C:43]([O:47][C:48]([NH:50][CH2:51][CH2:52][CH:53]([C:57]1[CH:62]=[CH:61][C:60]([Cl:63])=[C:59]([Cl:64])[CH:58]=1)[C:54](O)=[O:55])=[O:49])([CH3:46])([CH3:45])[CH3:44].C(N(C(C)C)CC)(C)C, predict the reaction product. The product is: [C:1]([O:5][C:6]([N:8]1[C:16]2[C:11](=[CH:12][C:13]([NH:17][C:54](=[O:55])[CH:53]([C:57]3[CH:62]=[CH:61][C:60]([Cl:63])=[C:59]([Cl:64])[CH:58]=3)[CH2:52][CH2:51][NH:50][C:48]([O:47][C:43]([CH3:46])([CH3:45])[CH3:44])=[O:49])=[CH:14][CH:15]=2)[C:10]([NH2:18])=[N:9]1)=[O:7])([CH3:4])([CH3:2])[CH3:3].